This data is from Forward reaction prediction with 1.9M reactions from USPTO patents (1976-2016). The task is: Predict the product of the given reaction. (1) Given the reactants [CH2:1](Br)[C:2]1[CH:7]=[CH:6][CH:5]=[CH:4][CH:3]=1.C(=O)([O-])[O-].[K+].[K+].[BH4-].[Na+].[C:17](#[N:19])[CH3:18], predict the reaction product. The product is: [CH2:1]([N:19]([CH2:1][C:2]1[CH:7]=[CH:6][CH:5]=[CH:4][CH:3]=1)[CH2:17][CH2:18][N:19]1[CH2:17][CH2:18][N:19]([CH2:1][C:2]2[CH:7]=[CH:6][CH:5]=[CH:4][CH:3]=2)[CH2:17][CH2:18][N:19]([CH2:1][C:2]2[CH:7]=[CH:6][CH:5]=[CH:4][CH:3]=2)[CH2:17][CH2:18]1)[C:2]1[CH:7]=[CH:6][CH:5]=[CH:4][CH:3]=1. (2) The product is: [C:17]([C:14]1[CH:15]=[C:16]2[C:11](=[CH:12][C:13]=1[O:19][CH2:20][CH2:21][O:22][CH3:23])[N:10]=[CH:9][CH:8]=[C:7]2[O:6][C:5]1[CH:4]=[CH:3][C:2]([NH:1][C:33]([NH:32][C:26]2[CH:31]=[CH:30][CH:29]=[CH:28][CH:27]=2)=[O:34])=[CH:25][CH:24]=1)#[N:18]. Given the reactants [NH2:1][C:2]1[CH:25]=[CH:24][C:5]([O:6][C:7]2[C:16]3[C:11](=[CH:12][C:13]([O:19][CH2:20][CH2:21][O:22][CH3:23])=[C:14]([C:17]#[N:18])[CH:15]=3)[N:10]=[CH:9][CH:8]=2)=[CH:4][CH:3]=1.[C:26]1([N:32]=[C:33]=[O:34])[CH:31]=[CH:30][CH:29]=[CH:28][CH:27]=1, predict the reaction product. (3) Given the reactants [NH2:1][C:2]1[C:17]([F:18])=[CH:16][C:5]([O:6][C:7]2[CH:12]=[CH:11][N:10]=[C:9]([C:13]([NH2:15])=[O:14])[CH:8]=2)=[C:4]([F:19])[CH:3]=1.C(N(C(C)C)CC)(C)C.COC1C=CC(CNC2N=CN=C(OC3C=CC(N[C:51]([NH:53][C:54](=[O:63])[CH2:55][C:56]4[CH:61]=[CH:60][C:59]([F:62])=[CH:58][CH:57]=4)=[O:52])=CC=3F)C=2)=CC=1.FC1C=CC(CC(N=C=O)=O)=CC=1, predict the reaction product. The product is: [C:13]([C:9]1[CH:8]=[C:7]([O:6][C:5]2[C:4]([F:19])=[CH:3][C:2]([NH:1][C:51]([NH:53][C:54](=[O:63])[CH2:55][C:56]3[CH:61]=[CH:60][C:59]([F:62])=[CH:58][CH:57]=3)=[O:52])=[C:17]([F:18])[CH:16]=2)[CH:12]=[CH:11][N:10]=1)(=[O:14])[NH2:15].